This data is from Catalyst prediction with 721,799 reactions and 888 catalyst types from USPTO. The task is: Predict which catalyst facilitates the given reaction. (1) Reactant: [C:1]([O:5][C:6]([NH:8][CH2:9][C:10]1[O:11][CH:12]=[CH:13][CH:14]=1)=[O:7])([CH3:4])([CH3:3])[CH3:2].C1C=CN=CC=1.[O:21]=[S:22](=[O:24])=[O:23]. Product: [C:1]([O:5][C:6]([NH:8][CH2:9][C:10]1[O:11][C:12]([S:22]([OH:24])(=[O:23])=[O:21])=[CH:13][CH:14]=1)=[O:7])([CH3:4])([CH3:2])[CH3:3]. The catalyst class is: 4. (2) Reactant: Cl[CH2:2][C:3]1[CH:4]=[C:5]([O:21][CH2:22][CH3:23])[C:6]2[C:15]3[NH:14][CH2:13][CH2:12][CH2:11][C:10]=3[C:9](=[O:16])[N:8]([CH2:17][O:18][CH3:19])[C:7]=2[CH:20]=1.[NH:24]1[CH2:29][CH2:28][O:27][CH2:26][CH2:25]1. Product: [CH2:22]([O:21][C:5]1[C:6]2[C:15]3[NH:14][CH2:13][CH2:12][CH2:11][C:10]=3[C:9](=[O:16])[N:8]([CH2:17][O:18][CH3:19])[C:7]=2[CH:20]=[C:3]([CH2:2][N:24]2[CH2:29][CH2:28][O:27][CH2:26][CH2:25]2)[CH:4]=1)[CH3:23]. The catalyst class is: 5. (3) Reactant: [OH:1][C@@H:2]1[CH2:6][O:5][C@@H:4]2[C@H:7]([O:10][C:11]3[NH:12][C:13]4[C:14]([N:42]=3)=[N:15][C:16]([C:28]3[CH:33]=[CH:32][C:31]([C:34]5[CH:41]=[CH:40][C:37]([C:38]#[N:39])=[CH:36][CH:35]=5)=[CH:30][CH:29]=3)=[C:17]([Cl:27])[C:18]=4COCC[Si](C)(C)C)[CH2:8][O:9][C@H:3]12.C(O)=O.OS([O-])(=O)=O.[K+].[OH-].[Na+]. The catalyst class is: 1. Product: [OH:1][C@@H:2]1[CH2:6][O:5][C@@H:4]2[C@H:7]([O:10][C:11]3[NH:12][C:13]4[C:14]([N:42]=3)=[N:15][C:16]([C:28]3[CH:29]=[CH:30][C:31]([C:34]5[CH:41]=[CH:40][C:37]([C:38]#[N:39])=[CH:36][CH:35]=5)=[CH:32][CH:33]=3)=[C:17]([Cl:27])[CH:18]=4)[CH2:8][O:9][C@H:3]12. (4) Reactant: Cl.Cl.[C:3]([C:7]1[CH:12]=[CH:11][CH:10]=[CH:9][C:8]=1[N:13]1[CH2:18][CH2:17][NH:16][CH2:15][CH2:14]1)([CH3:6])([CH3:5])[CH3:4].[CH3:19][O:20][C:21]([C:23]1([C:26](O)=[O:27])[CH2:25][CH2:24]1)=[O:22].CCN=C=NCCCN(C)C.C1C=CC2N(O)N=NC=2C=1.C(N(CC)CC)C.C(=O)([O-])O.[Na+]. Product: [C:3]([C:7]1[CH:12]=[CH:11][CH:10]=[CH:9][C:8]=1[N:13]1[CH2:18][CH2:17][N:16]([C:26]([C:23]2([C:21]([O:20][CH3:19])=[O:22])[CH2:25][CH2:24]2)=[O:27])[CH2:15][CH2:14]1)([CH3:6])([CH3:4])[CH3:5]. The catalyst class is: 10. (5) Reactant: [N:1]1([C:7]2[N:12]3[N:13]=[C:14]([C:16]4[CH:21]=[CH:20][N:19]=[CH:18][CH:17]=4)[CH:15]=[C:11]3[N:10]=[C:9]([NH:22][NH2:23])[CH:8]=2)[CH2:6][CH2:5][O:4][CH2:3][CH2:2]1.[CH:24]([C:27]1[CH:28]=[C:29]([CH:32]=[CH:33][CH:34]=1)[CH:30]=O)([CH3:26])[CH3:25]. The catalyst class is: 8. Product: [CH:24]([C:27]1[CH:28]=[C:29]([CH:32]=[CH:33][CH:34]=1)[CH:30]=[N:23][NH:22][C:9]1[CH:8]=[C:7]([N:1]2[CH2:6][CH2:5][O:4][CH2:3][CH2:2]2)[N:12]2[N:13]=[C:14]([C:16]3[CH:17]=[CH:18][N:19]=[CH:20][CH:21]=3)[CH:15]=[C:11]2[N:10]=1)([CH3:26])[CH3:25]. (6) Reactant: C1(P(C2C=CC=CC=2)C2C=CC=CC=2)C=CC=CC=1.[C:20]1(=[O:30])[NH:24][C:23](=[O:25])[C:22]2=[CH:26][CH:27]=[CH:28][CH:29]=[C:21]12.[C:31]([O:35][C:36]([N:38]1[CH2:43][CH2:42][O:41][CH:40]([CH2:44]O)[CH2:39]1)=[O:37])([CH3:34])([CH3:33])[CH3:32].N(C(OCC)=O)=NC(OCC)=O.C1(C)C=CC=CC=1. Product: [C:31]([O:35][C:36]([N:38]1[CH2:43][CH2:42][O:41][CH:40]([CH2:44][N:24]2[C:20](=[O:30])[C:21]3=[CH:29][CH:28]=[CH:27][CH:26]=[C:22]3[C:23]2=[O:25])[CH2:39]1)=[O:37])([CH3:34])([CH3:32])[CH3:33]. The catalyst class is: 54. (7) Reactant: [NH2:1][C:2]1[CH:26]=[N:25][C:5]2[O:6][C@@H:7]([CH2:20][NH:21][C:22](=[O:24])[CH3:23])[CH2:8][N:9]([S:10]([C:13]3[CH:14]=[C:15]([CH3:19])[CH:16]=[CH:17][CH:18]=3)(=[O:12])=[O:11])[C:4]=2[CH:3]=1.[C:27]1([C@H:33]([CH3:37])[C:34](O)=[O:35])[CH:32]=[CH:31][CH:30]=[CH:29][CH:28]=1.C(N(CC)C(C)C)(C)C.F[P-](F)(F)(F)(F)F.N1(OC(N(C)C)=[N+](C)C)C2N=CC=CC=2N=N1. Product: [C:22]([NH:21][CH2:20][C@@H:7]1[O:6][C:5]2[N:25]=[CH:26][C:2]([NH:1][C:34](=[O:35])[C@H:33]([C:27]3[CH:32]=[CH:31][CH:30]=[CH:29][CH:28]=3)[CH3:37])=[CH:3][C:4]=2[N:9]([S:10]([C:13]2[CH:14]=[C:15]([CH3:19])[CH:16]=[CH:17][CH:18]=2)(=[O:12])=[O:11])[CH2:8]1)(=[O:24])[CH3:23]. The catalyst class is: 42.